Dataset: Reaction yield outcomes from USPTO patents with 853,638 reactions. Task: Predict the reaction yield, written as a fraction of the theoretical maximum amount of product (1.0 means a 100% yield; for example, 0.34 means a 34% yield). (1) The reactants are Br[C:2]1[CH:3]=[C:4]([CH:6]=[CH:7][C:8]=1[O:9][C:10]1[CH:15]=[CH:14][C:13]([F:16])=[CH:12][C:11]=1[F:17])[NH2:5].[CH3:18][N:19]1[CH:24]=[C:23](B2OC(C)(C)C(C)(C)O2)[C:22]2[CH:34]=[CH:35][N:36]([S:37]([C:40]3[CH:46]=[CH:45][C:43]([CH3:44])=[CH:42][CH:41]=3)(=[O:39])=[O:38])[C:21]=2[C:20]1=[O:47].CC12CC3(C)P(C4C=CC=CC=4)C(C)(CC(C)(O3)O1)O2.P([O-])([O-])([O-])=O.[K+].[K+].[K+]. The catalyst is O1CCOCC1.O.C1C=CC(/C=C/C(/C=C/C2C=CC=CC=2)=O)=CC=1.C1C=CC(/C=C/C(/C=C/C2C=CC=CC=2)=O)=CC=1.C1C=CC(/C=C/C(/C=C/C2C=CC=CC=2)=O)=CC=1.[Pd].[Pd]. The product is [NH2:5][C:4]1[CH:6]=[CH:7][C:8]([O:9][C:10]2[CH:15]=[CH:14][C:13]([F:16])=[CH:12][C:11]=2[F:17])=[C:2]([C:23]2[C:22]3[CH:34]=[CH:35][N:36]([S:37]([C:40]4[CH:46]=[CH:45][C:43]([CH3:44])=[CH:42][CH:41]=4)(=[O:39])=[O:38])[C:21]=3[C:20](=[O:47])[N:19]([CH3:18])[CH:24]=2)[CH:3]=1. The yield is 0.723. (2) The reactants are [CH2:1]([O:3][C:4]([C:6]1[NH:7][C:8]([CH:18]=O)=[C:9]([CH2:12][CH2:13][C:14]([O:16][CH3:17])=[O:15])[C:10]=1[CH3:11])=[O:5])[CH3:2].[NH:20]1[C:28]2[C:23](=[CH:24][CH:25]=[CH:26][CH:27]=2)[CH2:22][C:21]1=[O:29]. The catalyst is N1CCCCC1.C(O)C. The product is [CH2:1]([O:3][C:4]([C:6]1[NH:7][C:8]([CH:18]=[C:22]2[C:23]3[C:28](=[CH:27][CH:26]=[CH:25][CH:24]=3)[NH:20][C:21]2=[O:29])=[C:9]([CH2:12][CH2:13][C:14]([O:16][CH3:17])=[O:15])[C:10]=1[CH3:11])=[O:5])[CH3:2]. The yield is 0.750.